Dataset: Reaction yield outcomes from USPTO patents with 853,638 reactions. Task: Predict the reaction yield, written as a fraction of the theoretical maximum amount of product (1.0 means a 100% yield; for example, 0.34 means a 34% yield). (1) The reactants are [Br:1][C:2]1[CH:7]=[CH:6][C:5]([NH:8][C:9](=O)[CH3:10])=[C:4]([C:12]([F:15])([F:14])[F:13])[CH:3]=1.C(Cl)Cl.[N-:19]=[N+:20]=[N-:21].[Na+].FC(F)(F)S(OS(C(F)(F)F)(=O)=O)(=O)=O. The catalyst is C(#N)C. The product is [Br:1][C:2]1[CH:7]=[CH:6][C:5]([N:8]2[C:9]([CH3:10])=[N:21][N:20]=[N:19]2)=[C:4]([C:12]([F:15])([F:14])[F:13])[CH:3]=1. The yield is 0.700. (2) The reactants are Cl[C:2]1[C:11]2[C:6](=[CH:7][C:8]([CH2:12][OH:13])=[CH:9][CH:10]=2)[N:5]=[C:4]([CH3:14])[CH:3]=1.[NH:15]1[CH2:19][CH2:18][CH2:17][CH2:16]1. No catalyst specified. The product is [CH3:14][C:4]1[CH:3]=[C:2]([N:15]2[CH2:19][CH2:18][CH2:17][CH2:16]2)[C:11]2[C:6](=[CH:7][C:8]([CH2:12][OH:13])=[CH:9][CH:10]=2)[N:5]=1. The yield is 0.900. (3) The product is [CH3:30][C:26]1[N:25]=[C:24]([C:11]2[NH:10][C:9]([CH2:8][C:7]3[CH:6]=[CH:5][C:4]([NH2:1])=[CH:32][CH:31]=3)=[N:13][C:12]=2[C:14]2[CH:15]=[C:16]3[C:21](=[CH:22][CH:23]=2)[N:20]=[CH:19][CH:18]=[CH:17]3)[CH:29]=[CH:28][CH:27]=1. The reactants are [N+:1]([C:4]1[CH:32]=[CH:31][C:7]([CH2:8][C:9]2[NH:10][C:11]([C:24]3[CH:29]=[CH:28][CH:27]=[C:26]([CH3:30])[N:25]=3)=[C:12]([C:14]3[CH:15]=[C:16]4[C:21](=[CH:22][CH:23]=3)[N:20]=[CH:19][CH:18]=[CH:17]4)[N:13]=2)=[CH:6][CH:5]=1)([O-])=O.Cl[Sn]Cl. The yield is 0.850. The catalyst is CO.